This data is from Full USPTO retrosynthesis dataset with 1.9M reactions from patents (1976-2016). The task is: Predict the reactants needed to synthesize the given product. (1) Given the product [CH3:18][S:15]([C:11]1[CH:10]=[C:9]([C:6]2[CH:7]=[CH:8][C:3]([CH2:2][S:21][C:19](=[O:22])[CH3:20])=[CH:4][CH:5]=2)[CH:14]=[CH:13][CH:12]=1)(=[O:17])=[O:16], predict the reactants needed to synthesize it. The reactants are: Br[CH2:2][C:3]1[CH:8]=[CH:7][C:6]([C:9]2[CH:14]=[CH:13][CH:12]=[C:11]([S:15]([CH3:18])(=[O:17])=[O:16])[CH:10]=2)=[CH:5][CH:4]=1.[C:19]([O-:22])(=[S:21])[CH3:20].[K+].C(OCC)C. (2) Given the product [OH:18][C:11]1([C:14]([F:17])([F:15])[F:16])[CH2:10][C:9]([CH3:19])([CH3:20])[C:4]2[C:5](=[CH:6][CH:7]=[CH:8][C:3]=2[O:2][CH3:1])[CH:12]1[NH:21][C:22]1[CH:31]=[CH:30][CH:29]=[C:28]2[C:23]=1[CH:24]=[N:25][NH:26][C:27]2=[O:32].[OH:18][C:11]1([C:14]([F:15])([F:16])[F:17])[CH2:10][C:9]([CH3:19])([CH3:20])[C:4]2[C:5](=[CH:6][CH:7]=[CH:8][C:3]=2[OH:2])[CH:12]1[NH:21][C:22]1[CH:31]=[CH:30][CH:29]=[C:28]2[C:23]=1[CH:24]=[N:25][NH:26][C:27]2=[O:32], predict the reactants needed to synthesize it. The reactants are: [CH3:1][O:2][C:3]1[CH:8]=[CH:7][CH:6]=[CH:5][C:4]=1[C:9]([CH3:20])([CH3:19])[CH2:10][C:11]([OH:18])([C:14]([F:17])([F:16])[F:15])[CH:12]=O.[NH2:21][C:22]1[CH:31]=[CH:30][CH:29]=[C:28]2[C:23]=1[CH:24]=[N:25][NH:26][C:27]2=[O:32].B(Br)(Br)Br. (3) Given the product [Cl:33][C:34]1[CH:39]=[CH:38][C:37]([C:2]2[C:7](=[O:8])[N:6]3[CH:9]=[CH:10][CH:11]=[CH:12][C:5]3=[N:4][C:3]=2[NH:13][CH:14]([CH3:16])[CH3:15])=[CH:36][CH:35]=1, predict the reactants needed to synthesize it. The reactants are: Br[C:2]1[C:7](=[O:8])[N:6]2[CH:9]=[CH:10][CH:11]=[CH:12][C:5]2=[N:4][C:3]=1[NH:13][CH:14]([CH3:16])[CH3:15].BrC1C(=O)N2C=CC=CC2=NC=1CCCC.[Cl:33][C:34]1[CH:39]=[CH:38][C:37](B(O)O)=[CH:36][CH:35]=1.COC1C=CC(B(O)O)=CC=1. (4) Given the product [CH3:13][C:3]([CH3:14])([CH2:2][S:23][CH3:22])[CH2:4][NH:5][C:6](=[O:12])[O:7][C:8]([CH3:11])([CH3:10])[CH3:9], predict the reactants needed to synthesize it. The reactants are: O[CH2:2][C:3]([CH3:14])([CH3:13])[CH2:4][NH:5][C:6](=[O:12])[O:7][C:8]([CH3:11])([CH3:10])[CH3:9].C(N(CC)CC)C.[CH3:22][S:23](Cl)(=O)=O.C(=O)(O)[O-].[Na+]. (5) Given the product [CH3:13][N:14]1[C:10](=[O:12])[CH2:9][C:4]2[CH:5]=[CH:6][CH:7]=[CH:8][C:3]=2[CH:1]=[N:15]1, predict the reactants needed to synthesize it. The reactants are: [CH:1]([C:3]1[CH:8]=[CH:7][CH:6]=[CH:5][C:4]=1[CH2:9][C:10]([OH:12])=O)=O.[CH3:13][NH:14][NH2:15].